Dataset: Forward reaction prediction with 1.9M reactions from USPTO patents (1976-2016). Task: Predict the product of the given reaction. (1) Given the reactants C[O:2][C:3]1[C:8]([CH2:9][N:10]2[CH2:15][CH2:14][CH:13]([CH2:16][CH2:17][C:18]3[CH:23]=[CH:22][CH:21]=[CH:20][C:19]=3[NH:24][CH2:25][C:26]3[CH:31]=[CH:30][CH:29]=[CH:28][CH:27]=3)[CH2:12][CH2:11]2)=[CH:7][CH:6]=[CH:5][N:4]=1.[ClH:32].CO, predict the reaction product. The product is: [ClH:32].[ClH:32].[O:2]=[C:3]1[C:8]([CH2:9][N:10]2[CH2:15][CH2:14][CH:13]([CH2:16][CH2:17][C:18]3[CH:23]=[CH:22][CH:21]=[CH:20][C:19]=3[NH:24][CH2:25][C:26]3[CH:31]=[CH:30][CH:29]=[CH:28][CH:27]=3)[CH2:12][CH2:11]2)=[CH:7][CH:6]=[CH:5][NH:4]1. (2) The product is: [OH:20][C:17]1[CH:18]=[CH:19][C:14]([C:4]2[O:5][C:6]3[C:11]([C:12](=[O:13])[C:3]=2[CH2:2][O:22][CH3:21])=[CH:10][CH:9]=[CH:8][CH:7]=3)=[CH:15][CH:16]=1. Given the reactants Br[CH2:2][C:3]1[C:12](=[O:13])[C:11]2[C:6](=[CH:7][CH:8]=[CH:9][CH:10]=2)[O:5][C:4]=1[C:14]1[CH:19]=[CH:18][C:17]([OH:20])=[CH:16][CH:15]=1.[CH3:21][O-:22].[Na+].CO, predict the reaction product. (3) Given the reactants [C:1]([O:5][C:6]([NH:8][CH2:9][C:10]1[CH:11]=[C:12]([C:16]2[CH:21]=[C:20]([CH2:22][NH:23][CH:24]([C:29]3[CH:34]=[CH:33][CH:32]=[CH:31][CH:30]=3)[C:25]([F:28])([F:27])[F:26])[CH:19]=[C:18]([CH2:35][O:36][C:37]3[CH:42]=[CH:41][CH:40]=[CH:39][C:38]=3[CH2:43][C:44]([O:46]C)=[O:45])[CH:17]=2)[CH:13]=[CH:14][CH:15]=1)=[O:7])([CH3:4])([CH3:3])[CH3:2].O.[Li+].[OH-], predict the reaction product. The product is: [C:1]([O:5][C:6]([NH:8][CH2:9][C:10]1[CH:11]=[C:12]([C:16]2[CH:21]=[C:20]([CH2:22][NH:23][CH:24]([C:29]3[CH:30]=[CH:31][CH:32]=[CH:33][CH:34]=3)[C:25]([F:28])([F:27])[F:26])[CH:19]=[C:18]([CH2:35][O:36][C:37]3[CH:42]=[CH:41][CH:40]=[CH:39][C:38]=3[CH2:43][C:44]([OH:46])=[O:45])[CH:17]=2)[CH:13]=[CH:14][CH:15]=1)=[O:7])([CH3:4])([CH3:2])[CH3:3].